From a dataset of Catalyst prediction with 721,799 reactions and 888 catalyst types from USPTO. Predict which catalyst facilitates the given reaction. Reactant: [CH3:1][O:2][C:3]1[CH:15]=[CH:14][CH:13]=[C:12]([O:16][CH3:17])[C:4]=1[O:5][CH2:6][C:7]([O:9][CH2:10][CH3:11])=[O:8].[N+:18]([O-])([OH:20])=[O:19]. Product: [CH3:17][O:16][C:12]1[CH:13]=[C:14]([N+:18]([O-:20])=[O:19])[CH:15]=[C:3]([O:2][CH3:1])[C:4]=1[O:5][CH2:6][C:7]([O:9][CH2:10][CH3:11])=[O:8]. The catalyst class is: 2.